From a dataset of Reaction yield outcomes from USPTO patents with 853,638 reactions. Predict the reaction yield, written as a fraction of the theoretical maximum amount of product (1.0 means a 100% yield; for example, 0.34 means a 34% yield). The reactants are [CH3:1][N:2]1[CH:6]=[C:5](/[CH:7]=[CH:8]/[C:9]([O:11][CH3:12])=[O:10])[CH:4]=[N:3]1. The catalyst is C(O)C.[Pd]. The product is [CH3:1][N:2]1[CH:6]=[C:5]([CH2:7][CH2:8][C:9]([O:11][CH3:12])=[O:10])[CH:4]=[N:3]1. The yield is 0.800.